From a dataset of Catalyst prediction with 721,799 reactions and 888 catalyst types from USPTO. Predict which catalyst facilitates the given reaction. (1) Reactant: [Cl:1][C:2]1[CH:7]=[C:6]([C:8]2[N:16]=[C:15]([C:17](=[NH:20])[NH:18][OH:19])[N:14]=[C:13]3[C:9]=2[N:10]([CH2:33][C@H:34]2[CH2:39][CH2:38][C@H:37]([CH3:40])[CH2:36][CH2:35]2)[C:11]([N:21]2[CH2:26][CH2:25][O:24][CH2:23][C@H:22]2[C:27]2[CH:32]=[CH:31][CH:30]=[CH:29][CH:28]=2)=[N:12]3)[CH:5]=[C:4]([Cl:41])[N:3]=1.C(#N)C.[C:45](N1C=CN=C1)(N1C=CN=C1)=[O:46].C1CCN2C(=NCCC2)CC1. Product: [Cl:41][C:4]1[CH:5]=[C:6]([C:8]2[N:16]=[C:15]([C:17]3[NH:20][C:45](=[O:46])[O:19][N:18]=3)[N:14]=[C:13]3[C:9]=2[N:10]([CH2:33][C@H:34]2[CH2:39][CH2:38][C@H:37]([CH3:40])[CH2:36][CH2:35]2)[C:11]([N:21]2[CH2:26][CH2:25][O:24][CH2:23][C@H:22]2[C:27]2[CH:32]=[CH:31][CH:30]=[CH:29][CH:28]=2)=[N:12]3)[CH:7]=[C:2]([Cl:1])[N:3]=1. The catalyst class is: 6. (2) Reactant: [Br:1][C:2]1[CH:11]=[CH:10][CH:9]=[C:8]2[C:3]=1[CH:4]=[CH:5][CH:6]=[N+:7]2[O-].FC(F)(F)C(OC(=O)C(F)(F)F)=[O:16].C([O-])(O)=O.[Na+]. Product: [Br:1][C:2]1[CH:11]=[CH:10][CH:9]=[C:8]2[C:3]=1[CH:4]=[CH:5][C:6](=[O:16])[NH:7]2. The catalyst class is: 3. (3) Reactant: [C:1]1([S:7](OCCCCCCCCC2CC=2)(=O)=O)C=[CH:5][CH:4]=[CH:3][CH:2]=1.[CH3:22][C:23]([CH3:26])([O-])[CH3:24].[K+].[NH:28]1[CH:32]=[N:31][C:30](S)=[N:29]1.[I-].[Na+].C(O[CH2:40][CH3:41])(=O)C. Product: [NH:28]1[CH:32]=[N:31][CH2:30][N:29]1[S:7][CH2:1][CH2:2][CH2:3][CH2:4][CH2:5][CH2:40][CH2:41][CH2:22][C:23]1[CH2:26][CH:24]=1. The catalyst class is: 35. (4) Reactant: [N+](C1C(N[C:14]2[CH:23]=[N:22][C:21]3[C:16](=[CH:17][CH:18]=[CH:19][CH:20]=3)[N:15]=2)=C(C=CC=1)C(O)=O)([O-])=O.[BH4-].[Na+].[CH3:26][C:27]([OH:29])=[O:28]. Product: [N:15]1[C:20]2=[C:21]3[C:16](=[CH:17][CH:18]=[C:19]2[N:22]=[CH:23][CH:14]=1)[N:15]=[C:14]1[C:23]([C:26]([C:27]([OH:29])=[O:28])=[CH:17][CH:16]=[CH:21]1)=[N:22]3. The catalyst class is: 611. (5) Product: [NH2:7][C:8]1[CH:9]=[C:10]([C:14]2[O:15][C:16]([N:21]3[CH2:26][CH2:25][O:24][CH2:23][CH2:22]3)=[CH:17][C:18](=[O:20])[CH:19]=2)[CH:11]=[CH:12][CH:13]=1. Reactant: C(OC(=O)[NH:7][C:8]1[CH:13]=[CH:12][CH:11]=[C:10]([C:14]2[O:15][C:16]([N:21]3[CH2:26][CH2:25][O:24][CH2:23][CH2:22]3)=[CH:17][C:18](=[O:20])[CH:19]=2)[CH:9]=1)(C)(C)C. The catalyst class is: 330. (6) Reactant: C([Li])CCC.CCCCCC.[CH3:12][O:13][P:14]([CH3:18])(=[O:17])[O:15][CH3:16].[CH2:19]([P:30](Cl)(=[O:34])[O:31][CH2:32][CH3:33])[CH2:20][CH2:21][CH2:22][CH2:23][CH2:24][CH2:25][CH2:26][CH2:27][CH:28]=[CH2:29].[Cl-].[NH4+]. Product: [CH3:12][O:13][P:14]([CH2:18][P:30]([CH2:19][CH2:20][CH2:21][CH2:22][CH2:23][CH2:24][CH2:25][CH2:26][CH2:27][CH:28]=[CH2:29])([O:31][CH2:32][CH3:33])=[O:34])(=[O:17])[O:15][CH3:16]. The catalyst class is: 54.